This data is from Catalyst prediction with 721,799 reactions and 888 catalyst types from USPTO. The task is: Predict which catalyst facilitates the given reaction. (1) Reactant: [C:1]([CH2:3][C:4]1[S:8][CH:7]=[C:6]([C:9]2[C:13]3[C:14](=[O:20])[NH:15][CH:16]=[C:17]([C:18]#[N:19])[C:12]=3[N:11]([CH:21]3[CH2:25][CH2:24][CH2:23][CH2:22]3)[CH:10]=2)[CH:5]=1)#[N:2].C(=O)([O-])[O-:27].[K+].[K+].OO.O. Product: [C:18]([C:17]1[C:12]2[N:11]([CH:21]3[CH2:25][CH2:24][CH2:23][CH2:22]3)[CH:10]=[C:9]([C:6]3[CH:5]=[C:4]([CH2:3][C:1]([NH2:2])=[O:27])[S:8][CH:7]=3)[C:13]=2[C:14](=[O:20])[NH:15][CH:16]=1)#[N:19]. The catalyst class is: 16. (2) Reactant: [F:1][C:2]1[CH:7]=[C:6]([C:8]2[O:9][C:10]([C:13]3[C:14]([C:19]4[CH:24]=[CH:23][CH:22]=[CH:21][CH:20]=4)=[N:15][O:16][C:17]=3[CH3:18])=[N:11][N:12]=2)[C:5]([O:25][CH3:26])=[CH:4][C:3]=1[N:27]1[CH2:32][CH2:31]S[CH2:29][CH2:28]1.[OH:33][S:34]([O-:37])(=O)=O.OS(O[O-])(=O)=O.OS(O[O-])(=O)=O.[O-]S([O-])(=O)=O.[K+].[K+].[K+].[K+].[K+].S(=O)(O)[O-].[Na+]. Product: [F:1][C:2]1[CH:7]=[C:6]([C:8]2[O:9][C:10]([C:13]3[C:14]([C:19]4[CH:24]=[CH:23][CH:22]=[CH:21][CH:20]=4)=[N:15][O:16][C:17]=3[CH3:18])=[N:11][N:12]=2)[C:5]([O:25][CH3:26])=[CH:4][C:3]=1[N:27]1[CH2:32][CH2:31][S:34](=[O:37])(=[O:33])[CH2:29][CH2:28]1. The catalyst class is: 24. (3) Product: [CH3:18][O:17][N:16]=[C:14]1[CH2:15][C@@H:11]([CH2:10][C:9]2[NH:1][C:2]3[CH:7]=[CH:6][CH:5]=[CH:4][C:3]=3[N:8]=2)[N:12]([C:19]([C:21]2[CH:22]=[CH:23][C:24]([C:27]3[CH:32]=[CH:31][CH:30]=[CH:29][CH:28]=3)=[CH:25][CH:26]=2)=[O:20])[CH2:13]1. The catalyst class is: 4. Reactant: [NH2:1][C:2]1[CH:7]=[CH:6][CH:5]=[CH:4][C:3]=1[NH:8][C:9](=O)[CH2:10][C@@H:11]1[CH2:15][C:14](=[N:16][O:17][CH3:18])[CH2:13][N:12]1[C:19]([C:21]1[CH:26]=[CH:25][C:24]([C:27]2[CH:32]=[CH:31][CH:30]=[CH:29][CH:28]=2)=[CH:23][CH:22]=1)=[O:20].C(O)(=O)C.